Predict the reactants needed to synthesize the given product. From a dataset of Full USPTO retrosynthesis dataset with 1.9M reactions from patents (1976-2016). (1) Given the product [CH3:28][N:29]1[CH:33]=[CH:32][C:31]([NH:34][C:23]([C:14]2[CH:13]=[C:12]([O:11][C:10]3[CH:9]=[CH:8][C:7]([C:5]([N:1]4[CH2:2][CH2:3][CH2:4]4)=[O:6])=[CH:27][CH:26]=3)[C:17]3[CH2:18][C:19]([CH3:21])([CH3:22])[O:20][C:16]=3[CH:15]=2)=[O:24])=[N:30]1, predict the reactants needed to synthesize it. The reactants are: [N:1]1([C:5]([C:7]2[CH:27]=[CH:26][C:10]([O:11][C:12]3[C:17]4[CH2:18][C:19]([CH3:22])([CH3:21])[O:20][C:16]=4[CH:15]=[C:14]([C:23](O)=[O:24])[CH:13]=3)=[CH:9][CH:8]=2)=[O:6])[CH2:4][CH2:3][CH2:2]1.[CH3:28][N:29]1[CH:33]=[CH:32][C:31]([NH2:34])=[N:30]1. (2) Given the product [CH2:1]([N:8]1[CH:12]=[CH:11][C:10]([C:13]2[CH:14]=[CH:15][C:16]([Cl:19])=[CH:17][CH:18]=2)=[C:9]1[C:20]([OH:22])=[O:21])[C:2]1[CH:3]=[CH:4][CH:5]=[CH:6][CH:7]=1, predict the reactants needed to synthesize it. The reactants are: [CH2:1]([N:8]1[CH:12]=[CH:11][C:10]([C:13]2[CH:18]=[CH:17][C:16]([Cl:19])=[CH:15][CH:14]=2)=[C:9]1[C:20]([O:22]CC)=[O:21])[C:2]1[CH:7]=[CH:6][CH:5]=[CH:4][CH:3]=1.C1COCC1.[OH-].[Na+]. (3) Given the product [Cl:36][C:31]1[C:30]([CH3:37])=[N:29][C:28]2[N:33]([N:34]=[C:26]3[CH2:25][N:24]([C:22]([C:17]4[CH:18]=[CH:19][CH:20]=[CH:21][C:16]=4[O:15][CH:12]4[CH2:13][CH2:14][NH:9][CH2:10][CH2:11]4)=[O:23])[CH2:38][C:27]3=2)[C:32]=1[CH3:35], predict the reactants needed to synthesize it. The reactants are: Cl.C(OC([N:9]1[CH2:14][CH2:13][CH:12]([O:15][C:16]2[CH:21]=[CH:20][CH:19]=[CH:18][C:17]=2[C:22]([N:24]2[CH2:38][C:27]3=[C:28]4[N:33]([N:34]=[C:26]3[CH2:25]2)[C:32]([CH3:35])=[C:31]([Cl:36])[C:30]([CH3:37])=[N:29]4)=[O:23])[CH2:11][CH2:10]1)=O)(C)(C)C. (4) Given the product [NH:12]1[C:13]2[C:18](=[CH:17][CH:16]=[CH:15][CH:14]=2)[C:10]([C:8](=[O:9])[CH:26]([NH:33][C:34]2[N:39]=[C:38]([O:40][CH3:41])[CH:37]=[C:36]([CH3:42])[N:35]=2)[C:27]2[CH:28]=[CH:29][CH:30]=[CH:31][CH:32]=2)=[CH:11]1, predict the reactants needed to synthesize it. The reactants are: C(N(CC)CC)C.[CH:8]([C:10]1[C:18]2[C:13](=[CH:14][CH:15]=[CH:16][CH:17]=2)[N:12](C(OC(C)(C)C)=O)[CH:11]=1)=[O:9].[CH:26](=[N:33][C:34]1[N:39]=[C:38]([O:40][CH3:41])[CH:37]=[C:36]([CH3:42])[N:35]=1)[C:27]1[CH:32]=[CH:31][CH:30]=[CH:29][CH:28]=1. (5) Given the product [CH3:13][O:12][C:4]1[CH:3]=[C:2]([NH:1][C:25](=[O:26])[C:24]2[CH:28]=[CH:29][CH:30]=[C:22]([B:17]3[O:18][C:19]([CH3:20])([CH3:21])[C:15]([CH3:31])([CH3:14])[O:16]3)[CH:23]=2)[CH:11]=[CH:10][C:5]=1[C:6]([O:8][CH3:9])=[O:7], predict the reactants needed to synthesize it. The reactants are: [NH2:1][C:2]1[CH:11]=[CH:10][C:5]([C:6]([O:8][CH3:9])=[O:7])=[C:4]([O:12][CH3:13])[CH:3]=1.[CH3:14][C:15]1([CH3:31])[C:19]([CH3:21])([CH3:20])[O:18][B:17]([C:22]2[CH:23]=[C:24]([CH:28]=[CH:29][CH:30]=2)[C:25](O)=[O:26])[O:16]1.CCN=C=NCCCN(C)C.O. (6) Given the product [Cl:13][CH2:12][CH2:11][CH2:10][O:8][C:3]1[CH:4]=[CH:5][CH:6]=[CH:7][C:2]=1[F:1], predict the reactants needed to synthesize it. The reactants are: [F:1][C:2]1[CH:7]=[CH:6][CH:5]=[CH:4][C:3]=1[OH:8].Br[CH2:10][CH2:11][CH2:12][Cl:13]. (7) Given the product [N+:8]([C:7]1[C:2]([C:24]([C:36]([O:38][CH2:39][CH3:40])=[O:37])([C:31]([O:33][CH2:34][CH3:35])=[O:32])[CH2:25][C:26]([O:28][CH2:29][CH3:30])=[O:27])=[N:3][CH:4]=[C:5]([C:11]([F:14])([F:13])[F:12])[CH:6]=1)([O-:10])=[O:9], predict the reactants needed to synthesize it. The reactants are: Cl[C:2]1[C:7]([N+:8]([O-:10])=[O:9])=[CH:6][C:5]([C:11]([F:14])([F:13])[F:12])=[CH:4][N:3]=1.[OH-].[Na+].O.C(OCC)(=O)C.[CH:24]([C:36]([O:38][CH2:39][CH3:40])=[O:37])([C:31]([O:33][CH2:34][CH3:35])=[O:32])[CH2:25][C:26]([O:28][CH2:29][CH3:30])=[O:27]. (8) The reactants are: [CH3:1][C:2]1[NH:3][C:4]2[C:9]([C:10]=1[C:11]([N:13]1[CH2:18][CH2:17][C:16]3([C:22]4[CH:23]=[CH:24][CH:25]=[CH:26][C:21]=4[CH2:20][O:19]3)[CH2:15][CH2:14]1)=[O:12])=[CH:8][CH:7]=[CH:6][CH:5]=2.[H-].[Na+].[C:29]1([S:35](Cl)(=[O:37])=[O:36])[CH:34]=[CH:33][CH:32]=[CH:31][CH:30]=1. Given the product [CH3:1][C:2]1[N:3]([S:35]([C:29]2[CH:34]=[CH:33][CH:32]=[CH:31][CH:30]=2)(=[O:37])=[O:36])[C:4]2[C:9]([C:10]=1[C:11]([N:13]1[CH2:14][CH2:15][C:16]3([C:22]4[CH:23]=[CH:24][CH:25]=[CH:26][C:21]=4[CH2:20][O:19]3)[CH2:17][CH2:18]1)=[O:12])=[CH:8][CH:7]=[CH:6][CH:5]=2, predict the reactants needed to synthesize it. (9) Given the product [NH:22]([C:30]([O:32][C:33]([CH3:35])([CH3:34])[CH3:36])=[O:31])[C@H:23]([C:27]([OH:29])=[O:28])[CH:24]([CH3:26])[CH3:25].[CH:1]1[N:9]([C@@H:10]2[O:14][C@H:13]([CH2:15][OH:16])[C@@H:12]([OH:17])[C@H:11]2[OH:18])[C:8]2[C:3](=[C:4]([NH2:19])[N:5]=[CH:6][N:7]=2)[C:2]=1[C:20]#[N:21], predict the reactants needed to synthesize it. The reactants are: [CH:1]1[N:9]([C@@H:10]2[O:14][C@H:13]([CH2:15][OH:16])[C@@H:12]([OH:17])[C@H:11]2[OH:18])[C:8]2[C:3](=[C:4]([NH2:19])[N:5]=[CH:6][N:7]=2)[C:2]=1[C:20]#[N:21].[NH:22]([C:30]([O:32][C:33]([CH3:36])([CH3:35])[CH3:34])=[O:31])[C@H:23]([C:27]([OH:29])=[O:28])[CH:24]([CH3:26])[CH3:25].CCN=C=NCCCN(C)C.Cl.